Task: Predict the reactants needed to synthesize the given product.. Dataset: Full USPTO retrosynthesis dataset with 1.9M reactions from patents (1976-2016) (1) Given the product [CH3:13][O:12][CH2:17][C:2]1[CH:11]=[CH:10][C:5]([C:6]([O:8][CH3:9])=[O:7])=[CH:4][CH:3]=1, predict the reactants needed to synthesize it. The reactants are: Br[C:2]1[CH:11]=[CH:10][C:5]([C:6]([O:8][CH3:9])=[O:7])=[CH:4][CH:3]=1.[O:12]1[CH2:17]COC[CH2:13]1.O.C(=O)([O-])[O-].[Cs+].[Cs+]. (2) The reactants are: C(OC([N:8]1[CH2:13][CH2:12][N:11]([CH2:14][C:15]2[CH:16]=[N:17][C:18]([NH:21][C:22]3[N:27]=[C:26]([C:28]4[CH:40]=[C:39]([F:41])[C:31]5[N:32]=[C:33]([CH3:38])[N:34]([CH:35]([CH3:37])[CH3:36])[C:30]=5[CH:29]=4)[C:25]([F:42])=[CH:24][N:23]=3)=[CH:19][CH:20]=2)[CH2:10][CH2:9]1)=O)(C)(C)C.Cl. Given the product [F:42][C:25]1[C:26]([C:28]2[CH:40]=[C:39]([F:41])[C:31]3[N:32]=[C:33]([CH3:38])[N:34]([CH:35]([CH3:37])[CH3:36])[C:30]=3[CH:29]=2)=[N:27][C:22]([NH:21][C:18]2[CH:19]=[CH:20][C:15]([CH2:14][N:11]3[CH2:10][CH2:9][NH:8][CH2:13][CH2:12]3)=[CH:16][N:17]=2)=[N:23][CH:24]=1, predict the reactants needed to synthesize it. (3) Given the product [F:12][C:11]([F:14])([F:13])[C:9]1[CH:8]=[CH:7][C:5]2[NH:6][C:2]([O:26][C:15]3[CH:16]=[CH:17][CH:18]=[C:19]4[C:24]=3[CH2:23][CH:22]([OH:25])[CH2:21][CH2:20]4)=[N:3][C:4]=2[CH:10]=1, predict the reactants needed to synthesize it. The reactants are: Cl[C:2]1[NH:6][C:5]2[CH:7]=[CH:8][C:9]([C:11]([F:14])([F:13])[F:12])=[CH:10][C:4]=2[N:3]=1.[C:15]1([OH:26])[C:24]2[CH2:23][CH:22]([OH:25])[CH2:21][CH2:20][C:19]=2[CH:18]=[CH:17][CH:16]=1. (4) Given the product [NH2:38][C:34]1[C:35]2[C:30](=[CH:29][C:28]([CH2:27][NH:26][C:16](=[O:18])[C:15]3[CH:20]=[CH:21][N:22]=[C:13]([CH2:12][C:8]4[CH:7]=[N:6][C:5]5[C:10](=[CH:11][C:2]([F:1])=[CH:3][CH:4]=5)[N:9]=4)[CH:14]=3)=[CH:37][CH:36]=2)[CH:31]=[CH:32][N:33]=1, predict the reactants needed to synthesize it. The reactants are: [F:1][C:2]1[CH:11]=[C:10]2[C:5]([N:6]=[CH:7][C:8]([CH2:12][C:13]3[CH:14]=[C:15]([CH:20]=[CH:21][N:22]=3)[C:16]([O:18]C)=O)=[N:9]2)=[CH:4][CH:3]=1.[OH-].[Na+].Cl.[NH2:26][CH2:27][C:28]1[CH:29]=[C:30]2[C:35](=[CH:36][CH:37]=1)[C:34]([NH2:38])=[N:33][CH:32]=[CH:31]2.C1C=CC2N(O)N=NC=2C=1.CCN=C=NCCCN(C)C.CCN(CC)CC. (5) Given the product [Cl:6][C:7]1[C:8]([O:21][CH2:17][CH:18]([CH3:20])[CH3:19])=[N:9][CH:10]=[C:11]([CH:15]=1)[C:12]([OH:14])=[O:13], predict the reactants needed to synthesize it. The reactants are: CN(C)C=O.[Cl:6][C:7]1[C:8](Cl)=[N:9][CH:10]=[C:11]([CH:15]=1)[C:12]([OH:14])=[O:13].[CH2:17]([OH:21])[CH:18]([CH3:20])[CH3:19].[H-].[Na+]. (6) Given the product [Cl:1][C:2]1[CH:3]=[C:4]([C:30]2[CH2:31][CH2:32][C:33](=[O:36])[NH:34][N:35]=2)[CH:5]=[CH:6][C:7]=1[O:8][CH2:9][C:10]([N:12]1[CH2:13][CH2:14][CH:15]([NH:18][CH2:19][C@H:20]([OH:29])[CH2:21][O:22][C:23]2[CH:24]=[CH:25][CH:26]=[CH:27][C:28]=2[O:39][C:38]([F:48])([F:47])[F:37])[CH2:16][CH2:17]1)=[O:11], predict the reactants needed to synthesize it. The reactants are: [Cl:1][C:2]1[CH:3]=[C:4]([C:30]2[CH2:31][CH2:32][C:33](=[O:36])[NH:34][N:35]=2)[CH:5]=[CH:6][C:7]=1[O:8][CH2:9][C:10]([N:12]1[CH2:17][CH2:16][CH:15]([NH:18][CH2:19][C@H:20]([OH:29])[CH2:21][O:22][C:23]2[CH:28]=[CH:27][CH:26]=[CH:25][CH:24]=2)[CH2:14][CH2:13]1)=[O:11].[F:37][C:38]([F:48])([F:47])[O:39]C1C=CC=CC=1O. (7) Given the product [Cl:20][C:21]1[N:22]=[C:23]([C:28]([NH:1][CH:2]2[CH2:5][N:4]([C:6]3[S:7][C:8]4[C:14]([C:15]([O:17][CH2:18][CH3:19])=[O:16])=[CH:13][CH:12]=[CH:11][C:9]=4[N:10]=3)[CH2:3]2)=[O:29])[NH:24][C:25]=1[CH2:26][CH3:27], predict the reactants needed to synthesize it. The reactants are: [NH2:1][CH:2]1[CH2:5][N:4]([C:6]2[S:7][C:8]3[C:14]([C:15]([O:17][CH2:18][CH3:19])=[O:16])=[CH:13][CH:12]=[CH:11][C:9]=3[N:10]=2)[CH2:3]1.[Cl:20][C:21]1[N:22]=[C:23]([C:28](O)=[O:29])[NH:24][C:25]=1[CH2:26][CH3:27].CCN=C=NCCCN(C)C.Cl.ON1C2C=CC=CC=2N=N1.CN1CCOCC1.